From a dataset of Peptide-MHC class I binding affinity with 185,985 pairs from IEDB/IMGT. Regression. Given a peptide amino acid sequence and an MHC pseudo amino acid sequence, predict their binding affinity value. This is MHC class I binding data. The peptide sequence is SPISSIFSR. The MHC is HLA-A68:01 with pseudo-sequence HLA-A68:01. The binding affinity (normalized) is 0.351.